Task: Predict hERG channel inhibition at various concentrations.. Dataset: hERG Central: cardiac toxicity at 1µM, 10µM, and general inhibition (1) The molecule is Cc1ccc(C2(CCNS(=O)(=O)c3ccc(C)cc3)CCOC(C(C)C)C2)cc1. Results: hERG_inhib (hERG inhibition (general)): blocker. (2) The molecule is CN1CCN(C2=Cc3ccccc3Sc3cc(F)ccc32)CC1.O=C(O)/C=C\C(=O)O. Results: hERG_inhib (hERG inhibition (general)): blocker. (3) The compound is Cc1nc([N+](=O)[O-])c(N2CCN(Cc3ccccc3)CC2)n1Cc1ccccc1. Results: hERG_inhib (hERG inhibition (general)): blocker. (4) The compound is CCN1CCN(c2ccc(S(=O)(=O)N3CCOCC3)cc2NC(=O)c2ccccc2SC)CC1. Results: hERG_inhib (hERG inhibition (general)): blocker. (5) The drug is COC(=O)c1ccc(CN2CCC(CO)(Cc3ccccc3Cl)CC2)cc1. Results: hERG_inhib (hERG inhibition (general)): blocker.